Dataset: Drug-target binding data from BindingDB using IC50 measurements. Task: Regression. Given a target protein amino acid sequence and a drug SMILES string, predict the binding affinity score between them. We predict pIC50 (pIC50 = -log10(IC50 in M); higher means more potent). Dataset: bindingdb_ic50. (1) The small molecule is CCN1C(NCCCOC(C)C)=N[C@@H](CCc2ccccc2)[C@H](C(=O)NCCCOC(C)C)[C@H]1C. The target protein (Q9HC16) has sequence MKPHFRNTVERMYRDTFSYNFYNRPILSRRNTVWLCYEVKTKGPSRPPLDAKIFRGQVYSELKYHPEMRFFHWFSKWRKLHRDQEYEVTWYISWSPCTKCTRDMATFLAEDPKVTLTIFVARLYYFWDPDYQEALRSLCQKRDGPRATMKIMNYDEFQHCWSKFVYSQRELFEPWNNLPKYYILLHIMLGEILRHSMDPPTFTFNFNNEPWVRGRHETYLCYEVERMHNDTWVLLNQRRGFLCNQAPHKHGFLEGRHAELCFLDVIPFWKLDLDQDYRVTCFTSWSPCFSCAQEMAKFISKNKHVSLCIFTARIYDDQGRCQEGLRTLAEAGAKISIMTYSEFKHCWDTFVDHQGCPFQPWDGLDEHSQDLSGRLRAILQNQEN. The pIC50 is 5.4. (2) The compound is O=C(Nc1c(Cl)cncc1Cl)c1ccc(OC(F)F)c(OCC2CC2)c1. The target protein sequence is DVLSYHATCSKAEVDKFKAANIPLVSELAIDDIHFDDFSLDVDAMITAALRMFMELGMVQKFKIDYETLCRWLLTVRKNYRMVLYHNWRHAFNVCQLMFAMLTTAGFQDILTEVEILAVIVGCLCHDLDHRGTNNAFQAKSGSALAQLYGTSATLEHHHFNHAVMILQSEGHNIFANLSSKEYSDLMQLLKQSILATDLTLYFERRTEFFELVSKGEYDWNIKNHRDIFRSMLMTACDLGAVTKPWEISRQVAELVTSEFFEQGDRERLELKLTPSAIFDRNRKDELPRLQLEWIDSICMPLYQALVKVNVKLKPMLDSVATNRSKWEELHQKRLLASTASSSPASVMVAKEDRN. The pIC50 is 4.6. (3) The compound is CCOC(=O)c1c(C)nn(-c2ccc(OC(F)(F)F)cc2)c1C. The target protein sequence is MGSSHHHHHHSSGLVPRGSHMSISRFGVNTENEDHLAKELEDLNKWGLNIFNVAGYSHNRPLTCIMYAIFQERDLLKTFRISSDTFITYMMTLEDHYHSDVAYHNSLHAADVAQSTHVLLSTPALDAVFTDLEILAAIFAAAIHDVDHPGVSNQFLINTNSELALMYNDESVLENHHLAVGFKLLQEEHCDIFMNLTKKQRQTLRKMVIDMVLATDMSKHMSLLADLKTMVETKKVTSSGVLLLDNYTDRIQVLRNMVHCADLSNPTKSLELYRQWTDRIMEEFFQQGDKERERGMEISPMCDKHTASVEKSQVGFIDYIVHPLWETWADLVQPDAQDILDTLEDNRNWYQSMIPQSPSPPLDEQNRDCQGLMEKFQFELTLDEEDSEGPEKEGEGHS. The pIC50 is 4.5. (4) The target protein (Q9MYM4) has sequence MMRWPPCSRPLLGVCTLLSLALLGHILLHDLEVVPRELRGFSQDEIHQACQPGASSPECRGSPRAAPTQCDLPPNSRFDCAPDKGITPQQCEARGCCYMPAEWPPDAQMGQPWCFFPPSYPSYRLENLTTTETGYTATLTRAVPTFFPKDIMTLRLDMLMETESRLHFTIKDPANRRYEVPLETPRVYSQAPFTLYSVEFSEEPFGVVVRRKLDGRVLLNTTVAPLFFADQFLQLSTSLPSQHITGLAEHLGSLMLSTNWTKITLWNRDIAPEPNVNLYGSHPFYLVLEDGGLAHGVFLLNSNAMDVVLQPSPALSWRSTGGILDVYIFLGPEPKSVVQQYLDVVGYPFMPPYWGLGFHLCRWGYSTSAITRQVVENMTRAYFPLDVQWNDLDYMDARRDFTFNKDHFGDFPAMVQELHQGGRRYIMIVDPAISSSGPAGTYRPYDEGLRRGVFITNETGQPLIGQVWPGLTAFPDFTNPETLDWWQDMVTEFHAQVPFD.... The small molecule is OCC1C(O)C(O)C2OC(Nc3ccccc3)=NC12. The pIC50 is 5.5. (5) The drug is CCc1c(C(=O)C(N)=O)c2c(OCC(=O)O)cccn2c1Cc1ccccc1-c1ccccc1. The target protein (Q9BZM2) has sequence MKKFFTVAILAGSVLSTAHGSLLNLKAMVEAVTGRSAILSFVGYGCYCGLGGRGQPKDEVDWCCHAHDCCYQELFDQGCHPYVDHYDHTIENNTEIVCSDLNKTECDKQTCMCDKNMVLCLMNQTYREEYRGFLNVYCQGPTPNCSIYEPPPEEVTCSHQSPAPPAPP. The pIC50 is 5.8.